From a dataset of Full USPTO retrosynthesis dataset with 1.9M reactions from patents (1976-2016). Predict the reactants needed to synthesize the given product. (1) Given the product [CH2:1]([O:3][C:4]([C:6]1[O:14][C:13]2[C:12]([F:15])=[CH:11][N:10]=[CH:9][C:8]=2[C:7]=1[NH:16][C:17]1[CH:22]=[CH:21][C:20]([I:28])=[CH:19][C:18]=1[F:27])=[O:5])[CH3:2], predict the reactants needed to synthesize it. The reactants are: [CH2:1]([O:3][C:4]([C:6]1[O:14][C:13]2[C:12]([F:15])=[CH:11][N:10]=[CH:9][C:8]=2[C:7]=1[NH:16][C:17]1[CH:22]=[CH:21][C:20]([Si](C)(C)C)=[CH:19][C:18]=1[F:27])=[O:5])[CH3:2].[I:28]Cl.S([O-])([O-])(=O)=S.[Na+].[Na+]. (2) Given the product [ClH:1].[NH2:46][CH2:45][C@H:42]1[CH2:43][CH2:44][C@H:39]([C:37]([NH:36][C@H:14]([C:13]([NH:12][C:4]2[CH:3]=[C:2]([Cl:1])[C:10]3[O:9][C:8](=[O:11])[NH:7][C:6]=3[CH:5]=2)=[O:54])[CH2:15][C:16]2[CH:21]=[CH:20][C:19]([C:22]3[CH:27]=[CH:26][C:25]([C:28]([NH:29][CH:30]4[CH2:31][CH2:32][CH2:33]4)=[O:34])=[CH:24][C:23]=3[CH3:35])=[CH:18][CH:17]=2)=[O:38])[CH2:40][CH2:41]1, predict the reactants needed to synthesize it. The reactants are: [Cl:1][C:2]1[C:10]2[O:9][C:8](=[O:11])[NH:7][C:6]=2[CH:5]=[C:4]([NH:12][C:13](=[O:54])[C@@H:14]([NH:36][C:37]([C@H:39]2[CH2:44][CH2:43][C@H:42]([CH2:45][NH:46]C(=O)OC(C)(C)C)[CH2:41][CH2:40]2)=[O:38])[CH2:15][C:16]2[CH:21]=[CH:20][C:19]([C:22]3[CH:27]=[CH:26][C:25]([C:28](=[O:34])[NH:29][CH:30]4[CH2:33][CH2:32][CH2:31]4)=[CH:24][C:23]=3[CH3:35])=[CH:18][CH:17]=2)[CH:3]=1.Cl. (3) Given the product [ClH:23].[NH2:8][C@:9]1([C:14]([NH:16][S:17]([CH:20]2[CH2:22][CH2:21]2)(=[O:19])=[O:18])=[O:15])[CH2:11][C@H:10]1[CH:12]=[CH2:13], predict the reactants needed to synthesize it. The reactants are: C(OC([NH:8][C@:9]1([C:14]([NH:16][S:17]([CH:20]2[CH2:22][CH2:21]2)(=[O:19])=[O:18])=[O:15])[CH2:11][C@H:10]1[CH:12]=[CH2:13])=O)(C)(C)C.[Cl:23]CCl. (4) Given the product [CH3:16][O:17][C:18]1[O:22][C:21](/[CH:23]=[CH:5]/[C:4]([C:7]2[CH:15]=[CH:14][C:10]([C:11]([NH2:13])=[O:12])=[CH:9][CH:8]=2)=[O:6])=[CH:20][CH:19]=1, predict the reactants needed to synthesize it. The reactants are: C[O-].[Na+].[C:4]([C:7]1[CH:15]=[CH:14][C:10]([C:11]([NH2:13])=[O:12])=[CH:9][CH:8]=1)(=[O:6])[CH3:5].[CH3:16][O:17][C:18]1[O:22][C:21]([CH:23]=O)=[CH:20][CH:19]=1.CO. (5) Given the product [C:1]([NH:19][C:23](=[O:17])[C@H:22]([CH2:27][CH2:26][CH2:25][CH3:24])[NH2:21])([O:3][C:4]([CH3:7])([CH3:6])[CH3:5])=[O:2], predict the reactants needed to synthesize it. The reactants are: [C:1](N[C@H](C(O)=O)CCCC)([O:3][C:4]([CH3:7])([CH3:6])[CH3:5])=[O:2].[OH2:17].O[N:19]1[C:23]2[CH:24]=[CH:25][CH:26]=[CH:27][C:22]=2[N:21]=N1.C(Cl)CCl.